This data is from Catalyst prediction with 721,799 reactions and 888 catalyst types from USPTO. The task is: Predict which catalyst facilitates the given reaction. (1) Reactant: S(Cl)([Cl:3])=O.O[CH2:6][C:7]1[S:15][C:14]2[C:13]([C:16]3[CH:17]=[C:18]([CH:24]=[CH:25][CH:26]=3)[C:19]([O:21][CH2:22][CH3:23])=[O:20])=[N:12][CH:11]=[N:10][C:9]=2[CH:8]=1. Product: [Cl:3][CH2:6][C:7]1[S:15][C:14]2[C:13]([C:16]3[CH:17]=[C:18]([CH:24]=[CH:25][CH:26]=3)[C:19]([O:21][CH2:22][CH3:23])=[O:20])=[N:12][CH:11]=[N:10][C:9]=2[CH:8]=1. The catalyst class is: 4. (2) Reactant: Cl[C:2]1[C:7]([N+:8]([O-])=O)=[CH:6][CH:5]=[C:4]([CH3:11])[N:3]=1.[CH3:12][NH2:13].[H][H]. Product: [CH3:11][C:4]1[N:3]=[C:2]([NH:13][CH3:12])[C:7]([NH2:8])=[CH:6][CH:5]=1. The catalyst class is: 19. (3) Reactant: [Si]([O:8][C:9]1[CH:14]=[CH:13][C:12]([C:15]2[CH:20]=[C:19]([C:21]([F:24])([F:23])[F:22])[CH:18]=[C:17]([CH2:25][OH:26])[C:16]=2[C:27]2[C:28]([CH3:33])=[N:29][O:30][C:31]=2[CH3:32])=[CH:11][CH:10]=1)(C(C)(C)C)(C)C.Cl.C([O-])(O)=O.[Na+]. Product: [CH3:33][C:28]1[C:27]([C:16]2[C:17]([CH2:25][OH:26])=[CH:18][C:19]([C:21]([F:23])([F:22])[F:24])=[CH:20][C:15]=2[C:12]2[CH:13]=[CH:14][C:9]([OH:8])=[CH:10][CH:11]=2)=[C:31]([CH3:32])[O:30][N:29]=1. The catalyst class is: 1. (4) Reactant: [Cl:1][C:2]1[CH:7]=[CH:6][C:5]([S:8][CH2:9][C:10]2[CH:18]=[CH:17][C:13]([C:14](O)=[O:15])=[CH:12][CH:11]=2)=[C:4]([NH:19][S:20]([C:23]2[CH:28]=[CH:27][C:26]([Cl:29])=[C:25]([C:30]([F:33])([F:32])[F:31])[CH:24]=2)(=[O:22])=[O:21])[CH:3]=1.[N:34]1([CH2:39][CH2:40][NH2:41])[CH2:38][CH2:37][CH2:36][CH2:35]1.C(Cl)CCl. Product: [Cl:1][C:2]1[CH:7]=[CH:6][C:5]([S:8][CH2:9][C:10]2[CH:18]=[CH:17][C:13]([C:14]([NH:41][CH2:40][CH2:39][N:34]3[CH2:38][CH2:37][CH2:36][CH2:35]3)=[O:15])=[CH:12][CH:11]=2)=[C:4]([NH:19][S:20]([C:23]2[CH:28]=[CH:27][C:26]([Cl:29])=[C:25]([C:30]([F:31])([F:32])[F:33])[CH:24]=2)(=[O:22])=[O:21])[CH:3]=1. The catalyst class is: 241. (5) Product: [NH3:1].[NH:1]1[C:9]2[C:4](=[CH:5][C:6]([C:22]3[CH2:23][CH:31]4[N:1]([CH3:9])[CH:2]([CH2:3][CH2:30]4)[CH:21]=3)=[CH:7][CH:8]=2)[CH:3]=[CH:2]1. The catalyst class is: 73. Reactant: [NH:1]1[C:9]2[C:4](=[CH:5][C:6](B(O)O)=[CH:7][CH:8]=2)[CH:3]=[CH:2]1.[Cl-].[Li+].C(=O)([O-])[O-].[K+].[K+].[CH2:21](O)[CH2:22][CH2:23]O.[OH-].[Na+].CO[CH2:30][CH2:31]OC. (6) Reactant: [CH3:1][O:2][C:3]1(O)[C:11]([OH:13])(O)[CH:10]=[CH:9][C:5]([CH2:6][CH2:7][NH2:8])=[CH:4]1.[CH:15]1[N:20]=[C:19](Cl)[C:18]2[N:22]=[CH:23][N:24]([C@@H:25]3[O:29][C@H:28]([CH2:30][OH:31])[C@@H:27]([OH:32])[C@H:26]3[OH:33])[C:17]=2[N:16]=1.C(N(CC)CC)C. Product: [CH3:1][O:2][C:3]1[CH:4]=[C:5]([CH2:6][CH2:7][NH:8][C:19]2[C:18]3[N:22]=[CH:23][N:24]([C:17]=3[N:16]=[CH:15][N:20]=2)[C@@H:25]2[O:29][C@H:28]([CH2:30][OH:31])[C@@H:27]([OH:32])[C@H:26]2[OH:33])[CH:9]=[CH:10][C:11]=1[OH:13]. The catalyst class is: 259. (7) Reactant: [NH2:1][C:2]1[CH:3]=[CH:4][C:5]2[N:9]=[CH:8][N:7]([CH:10]([CH3:16])[CH2:11][C:12]([O:14]C)=[O:13])[C:6]=2[CH:17]=1. Product: [NH2:1][C:2]1[CH:3]=[CH:4][C:5]2[N:9]=[CH:8][N:7]([CH:10]([CH3:16])[CH2:11][C:12]([OH:14])=[O:13])[C:6]=2[CH:17]=1. The catalyst class is: 33.